This data is from Full USPTO retrosynthesis dataset with 1.9M reactions from patents (1976-2016). The task is: Predict the reactants needed to synthesize the given product. (1) Given the product [CH3:18][S:19]([CH2:22][CH2:23][N:1]1[C:9]2[C:4](=[CH:5][CH:6]=[CH:7][CH:8]=2)[CH:3]=[C:2]1[CH2:10][OH:11])(=[O:21])=[O:20], predict the reactants needed to synthesize it. The reactants are: [NH:1]1[C:9]2[C:4](=[CH:5][CH:6]=[CH:7][CH:8]=2)[CH:3]=[C:2]1[CH2:10][OH:11].C(=O)([O-])[O-].[Cs+].[Cs+].[CH3:18][S:19]([CH:22]=[CH2:23])(=[O:21])=[O:20]. (2) Given the product [CH2:22]([C:9]1[C:8]([C:5]2[CH:4]=[N:3][C:2]([C:31]3[CH:30]=[N:29][C:28]([O:27][CH:25]([CH3:26])[CH3:24])=[C:33]([C:34]([F:37])([F:36])[F:35])[CH:32]=3)=[N:7][CH:6]=2)=[CH:13][CH:12]=[CH:11][C:10]=1[CH2:14][CH2:15][CH2:16][C:17]([O:19][CH2:20][CH3:21])=[O:18])[CH3:23], predict the reactants needed to synthesize it. The reactants are: Cl[C:2]1[N:7]=[CH:6][C:5]([C:8]2[C:9]([CH2:22][CH3:23])=[C:10]([CH2:14][CH2:15][CH2:16][C:17]([O:19][CH2:20][CH3:21])=[O:18])[CH:11]=[CH:12][CH:13]=2)=[CH:4][N:3]=1.[CH3:24][CH:25]([O:27][C:28]1[C:33]([C:34]([F:37])([F:36])[F:35])=[CH:32][C:31](B2OC(C)(C)C(C)(C)O2)=[CH:30][N:29]=1)[CH3:26].P([O-])([O-])([O-])=O.[K+].[K+].[K+]. (3) The reactants are: C([O:3][C:4]([C:6]1[C:15](=[O:16])[N:14]2[C:9]([C:10]([O:18][CH3:19])=[C:11](Cl)[CH:12]=[CH:13]2)=[C:8]([CH:20]2[CH2:22][CH2:21]2)[CH:7]=1)=[O:5])C.C([NH:30][CH2:31][CH2:32][CH:33]1[CH2:37][CH2:36][NH:35][CH2:34]1)(OC(C)(C)C)=O. Given the product [NH2:30][CH2:31][CH2:32][CH:33]1[CH2:37][CH2:36][N:35]([C:11]2[CH:12]=[CH:13][N:14]3[C:9]([C:10]=2[O:18][CH3:19])=[C:8]([CH:20]2[CH2:21][CH2:22]2)[CH:7]=[C:6]([C:4]([OH:3])=[O:5])[C:15]3=[O:16])[CH2:34]1, predict the reactants needed to synthesize it. (4) The reactants are: [CH3:1][O:2][C:3]([C@@H:5]([N:13]1[CH2:18][C:17]2[CH:19]=[CH:20][S:21][C:16]=2[CH2:15][CH2:14]1)[C:6]1[C:11]([Cl:12])=[CH:10][CH:9]=[CH:8][CH:7]=1)=[O:4].[S:22](=[O:26])(=[O:25])([OH:24])[OH:23]. Given the product [CH3:1][O:2][C:3]([C@@H:5]([N:13]1[CH2:18][C:17]2[CH:19]=[CH:20][S:21][C:16]=2[CH2:15][CH2:14]1)[C:6]1[C:11]([Cl:12])=[CH:10][CH:9]=[CH:8][CH:7]=1)=[O:4].[OH:25][S:22]([OH:26])(=[O:24])=[O:23], predict the reactants needed to synthesize it.